From a dataset of Full USPTO retrosynthesis dataset with 1.9M reactions from patents (1976-2016). Predict the reactants needed to synthesize the given product. Given the product [F:1][CH:2]([F:5])[CH2:3][N:10]1[C:6](=[O:16])[C:7]2[C:8](=[CH:12][CH:13]=[CH:14][CH:15]=2)[C:9]1=[O:11], predict the reactants needed to synthesize it. The reactants are: [F:1][CH:2]([F:5])[CH2:3]Cl.[C:6]1(=[O:16])[NH:10][C:9](=[O:11])[C:8]2=[CH:12][CH:13]=[CH:14][CH:15]=[C:7]12.[K].